This data is from Full USPTO retrosynthesis dataset with 1.9M reactions from patents (1976-2016). The task is: Predict the reactants needed to synthesize the given product. (1) The reactants are: [F:1][C:2]1[CH:7]=[C:6]([F:8])[CH:5]=[C:4]([F:9])[C:3]=1[OH:10].F[C:12]1[CH:17]=[CH:16][CH:15]=[CH:14][C:13]=1[N+:18]([O-:20])=[O:19].[F:21][C:22]1[CH:35]=[C:34]([F:36])[CH:33]=[C:32]([F:37])[C:23]=1[O:24][C:25]1[CH:31]=[CH:30][CH:29]=[CH:28][C:26]=1[NH2:27].[NH2:38][C:39]1[S:40][CH:41]=[CH:42][N:43]=1. Given the product [F:1][C:2]1[CH:7]=[C:6]([F:8])[CH:5]=[C:4]([F:9])[C:3]=1[O:10][C:12]1[CH:17]=[CH:16][CH:15]=[CH:14][C:13]=1[N+:18]([O-:20])=[O:19].[F:21][C:22]1[CH:35]=[C:34]([F:36])[CH:33]=[C:32]([F:37])[C:23]=1[O:24][C:25]1[CH:31]=[CH:30][CH:29]=[CH:28][C:26]=1[NH:27][C:3]([NH:38][C:39]1[S:40][CH:41]=[CH:42][N:43]=1)=[O:10], predict the reactants needed to synthesize it. (2) Given the product [Cl:1][C:2]1[CH:3]=[C:4]([C@@H:8]([OH:36])[CH2:9][N:10]([CH2:18][CH2:19][C:20]2[CH:25]=[CH:24][C:23]([S:26]([C:29]3[CH:34]=[CH:33][C:32]([O:35][CH:40]([F:47])[F:46])=[CH:31][CH:30]=3)(=[O:28])=[O:27])=[CH:22][CH:21]=2)[C:11](=[O:17])[O:12][C:13]([CH3:15])([CH3:16])[CH3:14])[CH:5]=[CH:6][CH:7]=1, predict the reactants needed to synthesize it. The reactants are: [Cl:1][C:2]1[CH:3]=[C:4]([C@@H:8]([OH:36])[CH2:9][N:10]([CH2:18][CH2:19][C:20]2[CH:25]=[CH:24][C:23]([S:26]([C:29]3[CH:34]=[CH:33][C:32]([OH:35])=[CH:31][CH:30]=3)(=[O:28])=[O:27])=[CH:22][CH:21]=2)[C:11](=[O:17])[O:12][C:13]([CH3:16])([CH3:15])[CH3:14])[CH:5]=[CH:6][CH:7]=1.[H-].[Na+].Br[C:40]([F:47])([F:46])C(OCC)=O.O. (3) Given the product [CH2:20]([O:19][C:17](=[O:18])[CH2:16][N:4]([CH2:16][C:17]([O:19][CH2:29][CH3:30])=[O:18])[C:3]1[CH:5]=[C:6]([C:9](=[O:13])[CH3:14])[CH:7]=[CH:8][C:2]=1[CH3:1])[CH3:21], predict the reactants needed to synthesize it. The reactants are: [CH3:1][C:2]1[CH:8]=[CH:7][C:6]([C:9]2([CH3:14])[O:13]CCO2)=[CH:5][C:3]=1[NH2:4].Br[CH2:16][C:17]([O:19][CH2:20][CH3:21])=[O:18].C(N([CH2:29][CH3:30])C(C)C)(C)C. (4) The reactants are: [CH2:1]([N:8]1[C:16]2[C:11](=[CH:12][C:13]([C:17]3[CH:22]=[CH:21][C:20]([O:23][C:24]([F:27])([F:26])[F:25])=[CH:19][CH:18]=3)=[CH:14][CH:15]=2)[CH:10]=[CH:9]1)[C:2]1[CH:7]=[CH:6][CH:5]=[CH:4][CH:3]=1.[C:28](Cl)(=[O:32])[C:29](Cl)=[O:30].[CH2:34]([OH:36])[CH3:35]. Given the product [CH2:1]([N:8]1[C:16]2[C:11](=[CH:12][C:13]([C:17]3[CH:22]=[CH:21][C:20]([O:23][C:24]([F:27])([F:25])[F:26])=[CH:19][CH:18]=3)=[CH:14][CH:15]=2)[C:10]([C:28](=[O:32])[C:29]([O:36][CH2:34][CH3:35])=[O:30])=[CH:9]1)[C:2]1[CH:3]=[CH:4][CH:5]=[CH:6][CH:7]=1, predict the reactants needed to synthesize it. (5) Given the product [F:16][C:14]1[CH:15]=[C:10]([C:5]2([C:3]([OH:4])=[O:2])[CH2:9][CH2:8][CH2:7][CH2:6]2)[CH:11]=[C:12]([F:17])[CH:13]=1, predict the reactants needed to synthesize it. The reactants are: C[O:2][C:3]([C:5]1([C:10]2[CH:15]=[C:14]([F:16])[CH:13]=[C:12]([F:17])[CH:11]=2)[CH2:9][CH2:8][CH2:7][CH2:6]1)=[O:4].[OH-].[K+]. (6) Given the product [O:1]=[C:2]1[N:10]([CH2:11][CH2:12][CH3:13])[C:9]2[N:8]=[C:7]([C:14]34[CH2:15][CH2:16][C:17]([C:22]([NH2:30])=[O:24])([CH2:20][CH2:21]3)[CH2:18][CH2:19]4)[NH:6][C:5]=2[C:4](=[O:25])[N:3]1[CH2:26][CH2:27][CH3:28], predict the reactants needed to synthesize it. The reactants are: [O:1]=[C:2]1[N:10]([CH2:11][CH2:12][CH3:13])[C:9]2[N:8]=[C:7]([C:14]34[CH2:21][CH2:20][C:17]([C:22]([OH:24])=O)([CH2:18][CH2:19]3)[CH2:16][CH2:15]4)[NH:6][C:5]=2[C:4](=[O:25])[N:3]1[CH2:26][CH2:27][CH3:28].C[N:30](C(ON1N=NC2C=CC=NC1=2)=[N+](C)C)C.F[P-](F)(F)(F)(F)F.C(N(CC)C(C)C)(C)C.N. (7) Given the product [F:24][CH:2]([F:1])[C:3]1[CH:4]=[CH:5][C:6]([C:9]2([CH2:22][OH:23])[CH2:10][CH2:11][NH:12][CH2:13][CH2:14]2)=[CH:7][CH:8]=1, predict the reactants needed to synthesize it. The reactants are: [F:1][CH:2]([F:24])[C:3]1[CH:8]=[CH:7][C:6]([C:9]2([CH2:22][OH:23])[CH2:14][CH2:13][N:12](C(OC(C)(C)C)=O)[CH2:11][CH2:10]2)=[CH:5][CH:4]=1.Cl. (8) Given the product [CH3:27][O:26][C:9]1[CH:10]=[CH:11][C:12]2[C:17](=[CH:16][CH:15]=[C:14]([C:18]3[CH:23]=[CH:22][CH:21]=[C:20]([O:24][CH3:25])[CH:19]=3)[CH:13]=2)[C:8]=1[C:4]1[CH:3]=[C:2]([CH:7]=[CH:6][CH:5]=1)[C:45]([NH:43][S:40]([CH3:39])(=[O:42])=[O:41])=[O:44], predict the reactants needed to synthesize it. The reactants are: I[C:2]1[CH:3]=[C:4]([C:8]2[C:17]3[C:12](=[CH:13][C:14]([C:18]4[CH:23]=[CH:22][CH:21]=[C:20]([O:24][CH3:25])[CH:19]=4)=[CH:15][CH:16]=3)[CH:11]=[CH:10][C:9]=2[O:26][CH3:27])[CH:5]=[CH:6][CH:7]=1.C1CCN2C(=NCCC2)CC1.[CH3:39][S:40]([NH2:43])(=[O:42])=[O:41].[O:44]1CCOC[CH2:45]1. (9) The reactants are: C[NH:2][C:3]1[N:8]=[C:7]([C:9]2[CH:14]=[CH:13][CH:12]=[CH:11][N:10]=2)[CH:6]=[C:5]([C:15]2[CH:16]=[N:17][CH:18]=[C:19]([C:21]3[CH:22]=[N:23][N:24]([CH:26]4[CH2:31][CH2:30][NH:29][CH2:28][CH2:27]4)[CH:25]=3)[CH:20]=2)[CH:4]=1.BrC1C=C(C2C=C(N)N=C(C3C=CC=CN=3)C=2)C=NC=1. Given the product [NH:29]1[CH2:28][CH2:27][CH:26]([N:24]2[CH:25]=[C:21]([C:19]3[CH:20]=[C:15]([C:5]4[CH:4]=[C:3]([NH2:2])[N:8]=[C:7]([C:9]5[CH:14]=[CH:13][CH:12]=[CH:11][N:10]=5)[CH:6]=4)[CH:16]=[N:17][CH:18]=3)[CH:22]=[N:23]2)[CH2:31][CH2:30]1, predict the reactants needed to synthesize it. (10) The reactants are: Br[CH2:2][CH2:3][O:4][C:5]1[CH:6]=[CH:7][C:8]([C:21]2[NH:30][C:29](=[O:31])[C:28]3[C:23](=[CH:24][C:25]([O:32][CH3:33])=[CH:26][CH:27]=3)[N:22]=2)=[N:9][C:10]=1[C:11]1[CH:16]=[CH:15][C:14]([S:17]([CH3:20])(=[O:19])=[O:18])=[CH:13][CH:12]=1.[CH:34]([NH2:37])([CH3:36])[CH3:35]. Given the product [CH:34]([NH:37][CH2:2][CH2:3][O:4][C:5]1[CH:6]=[CH:7][C:8]([C:21]2[NH:30][C:29](=[O:31])[C:28]3[C:23](=[CH:24][C:25]([O:32][CH3:33])=[CH:26][CH:27]=3)[N:22]=2)=[N:9][C:10]=1[C:11]1[CH:16]=[CH:15][C:14]([S:17]([CH3:20])(=[O:19])=[O:18])=[CH:13][CH:12]=1)([CH3:36])[CH3:35], predict the reactants needed to synthesize it.